Dataset: Forward reaction prediction with 1.9M reactions from USPTO patents (1976-2016). Task: Predict the product of the given reaction. (1) Given the reactants Cl[C:2]([O:4][CH2:5][CH2:6][O:7][CH3:8])=[O:3].[O:9]1[C:17]2[C:12](=[N:13][CH:14]=[CH:15][CH:16]=2)[N:11]=[C:10]1[C:18]1[C:19]([NH2:35])=[N:20][CH:21]=[C:22]([C:24]2[CH:25]=[N:26][N:27]([CH:29]3[CH2:34][CH2:33][NH:32][CH2:31][CH2:30]3)[CH:28]=2)[CH:23]=1, predict the reaction product. The product is: [NH2:35][C:19]1[N:20]=[CH:21][C:22]([C:24]2[CH:25]=[N:26][N:27]([CH:29]3[CH2:34][CH2:33][N:32]([C:2]([O:4][CH2:5][CH2:6][O:7][CH3:8])=[O:3])[CH2:31][CH2:30]3)[CH:28]=2)=[CH:23][C:18]=1[C:10]1[O:9][C:17]2[C:12]([N:11]=1)=[N:13][CH:14]=[CH:15][CH:16]=2. (2) Given the reactants [CH3:1][C:2]1[CH:6]=[C:5]([NH2:7])[N:4]([C:8]2[CH:13]=[CH:12][CH:11]=[CH:10][N:9]=2)[N:3]=1.[C:14](OCC)(=[O:19])[CH2:15][C:16]([CH3:18])=O.C(OCC)(=O)C, predict the reaction product. The product is: [CH3:1][C:2]1[C:6]2[C:5](=[N:7][C:14]([OH:19])=[CH:15][C:16]=2[CH3:18])[N:4]([C:8]2[CH:13]=[CH:12][CH:11]=[CH:10][N:9]=2)[N:3]=1. (3) The product is: [O:15]=[CH:10][CH2:9][CH2:8][CH2:7][CH2:2][C:1]([O:4][CH3:5])=[O:3]. Given the reactants [C:1]([O:4][CH2:5]C)(=[O:3])[CH3:2].[CH3:7][CH2:8][CH2:9][CH2:10]CC.C([O:15]CC)C, predict the reaction product. (4) Given the reactants [F:1][C:2]1[CH:13]=[C:12]([F:14])[CH:11]=[CH:10][C:3]=1[O:4][C:5]([CH3:9])([CH3:8])[C:6]#[N:7].[CH2:15]([OH:17])[CH3:16].[ClH:18], predict the reaction product. The product is: [ClH:18].[F:1][C:2]1[CH:13]=[C:12]([F:14])[CH:11]=[CH:10][C:3]=1[O:4][C:5]([CH3:9])([CH3:8])[C:6](=[NH:7])[O:17][CH2:15][CH3:16]. (5) Given the reactants [NH:1]1[C:5]2[CH:6]=[CH:7][CH:8]=[CH:9][C:4]=2[NH:3][C:2]1=O.[C:11]([C:15]1[CH:22]=[CH:21][C:18]([CH2:19]Br)=[CH:17][CH:16]=1)([CH3:14])([CH3:13])[CH3:12].[C:23](=[O:26])([O-])[O-].[K+].[K+].[I-].[K+].Cl, predict the reaction product. The product is: [C:11]([C:15]1[CH:22]=[CH:21][C:18]([CH2:19][N:1]2[C:5]3[CH:6]=[CH:7][CH:8]=[CH:9][C:4]=3[N:3]([CH2:2][C:18]3[CH:21]=[CH:22][C:15]([C:11]([CH3:14])([CH3:13])[CH3:12])=[CH:16][CH:17]=3)[C:23]2=[O:26])=[CH:17][CH:16]=1)([CH3:14])([CH3:13])[CH3:12]. (6) Given the reactants [CH2:1]1[C:9]2[C:8]3[CH:10]=[CH:11][CH:12]=[CH:13][C:7]=3[O:6][C:5]=2[CH2:4][CH2:3][CH:2]1[NH2:14].[C:15]([C:19]1[CH:27]=[CH:26][C:22]([C:23](Cl)=[O:24])=[CH:21][CH:20]=1)([CH3:18])([CH3:17])[CH3:16].C(N(CC)CC)C, predict the reaction product. The product is: [C:15]([C:19]1[CH:20]=[CH:21][C:22]([C:23]([NH:14][C:2]2[CH:3]=[CH:4][C:5]3[O:6][C:7]4[CH2:13][CH2:12][CH2:11][CH2:10][C:8]=4[C:9]=3[CH:1]=2)=[O:24])=[CH:26][CH:27]=1)([CH3:18])([CH3:16])[CH3:17].